From a dataset of Full USPTO retrosynthesis dataset with 1.9M reactions from patents (1976-2016). Predict the reactants needed to synthesize the given product. (1) Given the product [F:18][C:19]1[C:20]([F:32])=[C:21]([F:31])[C:22]([F:30])=[C:23]([F:29])[C:24]=1[S:25]([O:8][CH:3]([CH2:4][C:5]([CH3:7])=[CH2:6])[C:2]([F:10])([F:9])[F:1])(=[O:27])=[O:26], predict the reactants needed to synthesize it. The reactants are: [F:1][C:2]([F:10])([F:9])[CH:3]([OH:8])[CH2:4][C:5]([CH3:7])=[CH2:6].C(N(CC)CC)C.[F:18][C:19]1[C:24]([S:25](Cl)(=[O:27])=[O:26])=[C:23]([F:29])[C:22]([F:30])=[C:21]([F:31])[C:20]=1[F:32]. (2) Given the product [Cl-:17].[CH3:26][N+:24]([CH3:23])([CH2:25][CH2:4][CH2:5][NH:1][C:6]([NH:8][C:9]1[NH:10][C:11]([CH3:16])=[CH:12][C:13](=[O:15])[N:14]=1)=[O:7])[CH2:27][CH2:28][CH2:29][NH:30][C:6]([NH:1][C:35]1[NH:34][C:37]([CH3:38])=[CH:39][C:13](=[O:15])[N:14]=1)=[O:7], predict the reactants needed to synthesize it. The reactants are: [N:1]1([C:6]([NH:8][C:9]2[NH:10][C:11]([CH3:16])=[CH:12][C:13](=[O:15])[N:14]=2)=[O:7])[CH:5]=[CH:4]N=C1.[ClH:17].Cl.[Cl-].NCC[CH2:23][N+:24]([CH2:27][CH2:28][CH2:29][NH2:30])([CH3:26])[CH3:25].C([N:34]([CH:37]([CH3:39])[CH3:38])[CH2:35]C)(C)C. (3) Given the product [CH3:1][O:2][CH2:3][CH2:4][NH:5][C:14]1[C:15]([C:20]([O:22][CH2:6][CH3:7])=[O:21])=[N:16][CH:17]=[CH:18][CH:19]=1, predict the reactants needed to synthesize it. The reactants are: [CH3:1][O:2][CH2:3][CH2:4][NH2:5].[CH2:6](N(CC)CC)[CH3:7].F[C:14]1[C:15]([C:20]([O-:22])=[O:21])=[N:16][CH:17]=[CH:18][CH:19]=1. (4) Given the product [Cl:29][C:22]1[N:21]=[C:20]2[C:25]([N:26]=[CH:27][N:19]2[C@H:6]2[C@H:5]([OH:4])[C@H:9]([OH:10])[C@@H:8]([CH2:32][OH:33])[O:7]2)=[C:24]([NH:31][CH3:30])[N:23]=1, predict the reactants needed to synthesize it. The reactants are: C([O:4][CH:5]1[CH:9]([O:10]C(=O)C)[CH:8](OCC(=O)C)[O:7][CH:6]1[N:19]1[CH:27]=[N:26][C:25]2[C:20]1=[N:21][C:22]([Cl:29])=[N:23][C:24]=2Cl)(=O)C.[CH3:30][NH2:31].[CH3:32][OH:33]. (5) Given the product [CH2:11]([O:13][C:14]1[CH:15]=[C:16]([C:23]2[S:24][CH:25]=[C:26]([CH2:28][CH2:29][C:30]([C:2]3[S:1][CH:5]=[CH:4][N:3]=3)=[O:31])[N:27]=2)[CH:17]=[CH:18][C:19]=1[O:20][CH2:21][CH3:22])[CH3:12], predict the reactants needed to synthesize it. The reactants are: [S:1]1[CH:5]=[CH:4][N:3]=[CH:2]1.C([Li])CCC.[CH2:11]([O:13][C:14]1[CH:15]=[C:16]([C:23]2[S:24][CH:25]=[C:26]([CH2:28][CH2:29][C:30](N(OC)C)=[O:31])[N:27]=2)[CH:17]=[CH:18][C:19]=1[O:20][CH2:21][CH3:22])[CH3:12].[Cl-].[NH4+]. (6) Given the product [Br:1][C:2]1[CH:3]=[C:4]2[N:10]=[C:9]([C@@H:11]3[CH2:15][C@H:14]([CH3:16])[CH2:13][N:12]3[C:22]([O:21][C:17]([CH3:20])([CH3:19])[CH3:18])=[O:23])[NH:8][C:5]2=[N:6][CH:7]=1, predict the reactants needed to synthesize it. The reactants are: [Br:1][C:2]1[CH:3]=[C:4]2[N:10]=[C:9]([CH:11]3[CH2:15][C@H:14]([CH3:16])[CH2:13][NH:12]3)[NH:8][C:5]2=[N:6][CH:7]=1.[C:17]([O:21][C:22](O[C:22]([O:21][C:17]([CH3:20])([CH3:19])[CH3:18])=[O:23])=[O:23])([CH3:20])([CH3:19])[CH3:18]. (7) Given the product [CH3:1][CH:2]1[CH2:11][C:10]2[C:9]([CH3:13])([CH3:12])[CH:8]([CH3:14])[CH2:7][C:6]([CH3:16])([CH3:15])[C:5]=2[C:4]2[N:24]=[CH:22][N:23]=[CH:18][C:3]1=2, predict the reactants needed to synthesize it. The reactants are: [CH3:1][CH:2]1[CH2:11][C:10]2[C:9]([CH3:13])([CH3:12])[CH:8]([CH3:14])[CH2:7][C:6]([CH3:16])([CH3:15])[C:5]=2[C:4](=O)[CH2:3]1.[C:18](O)(=O)C.[CH:22]([NH2:24])=[NH:23].